This data is from Reaction yield outcomes from USPTO patents with 853,638 reactions. The task is: Predict the reaction yield, written as a fraction of the theoretical maximum amount of product (1.0 means a 100% yield; for example, 0.34 means a 34% yield). The catalyst is C(#N)C.Cl[Pd](Cl)([P](C1C=CC=CC=1)(C1C=CC=CC=1)C1C=CC=CC=1)[P](C1C=CC=CC=1)(C1C=CC=CC=1)C1C=CC=CC=1. The yield is 0.380. The reactants are Br[C:2]1[CH:10]=[CH:9][C:5]([N:6]([CH3:8])[CH3:7])=[CH:4][CH:3]=1.C(=O)([O-])[O-].[Cs+].[Cs+].C1(P(C2C=CC=CC=2)C2C3OC4C(=CC=CC=4P(C4C=CC=CC=4)C4C=CC=CC=4)C(C)(C)C=3C=CC=2)C=CC=CC=1.[C:59]([C:61]1[CH:66]=[CH:65][C:64]([CH2:67][C:68]([NH:70][NH:71][C:72]([O:74][C:75]([CH3:78])([CH3:77])[CH3:76])=[O:73])=[O:69])=[CH:63][CH:62]=1)#[CH:60]. The product is [CH3:7][N:6]([CH3:8])[C:5]1[CH:9]=[CH:10][C:2]([C:60]#[C:59][C:61]2[CH:62]=[CH:63][C:64]([CH2:67][C:68]([NH:70][NH:71][C:72]([O:74][C:75]([CH3:78])([CH3:77])[CH3:76])=[O:73])=[O:69])=[CH:65][CH:66]=2)=[CH:3][CH:4]=1.